The task is: Predict the reactants needed to synthesize the given product.. This data is from Full USPTO retrosynthesis dataset with 1.9M reactions from patents (1976-2016). (1) The reactants are: C([N:4]1[CH2:9][CH2:8][N:7]([C:10]2[CH:15]=[CH:14][C:13]([N:16]3[CH:20]=[CH:19][N:18]=[CH:17]3)=[CH:12][CH:11]=2)[CH2:6][CH2:5]1)(=O)C.[OH-].[Na+]. Given the product [N:16]1([C:13]2[CH:12]=[CH:11][C:10]([N:7]3[CH2:8][CH2:9][NH:4][CH2:5][CH2:6]3)=[CH:15][CH:14]=2)[CH:20]=[CH:19][N:18]=[CH:17]1, predict the reactants needed to synthesize it. (2) Given the product [O:1]=[C:2]1[N:8]([CH2:9][C:10]([OH:12])=[O:11])[C:7]2[CH:17]=[CH:18][CH:19]=[CH:20][C:6]=2[N:5]([C:21]2[CH:26]=[CH:25][CH:24]=[CH:23][CH:22]=2)[C:4](=[O:27])[CH2:3]1, predict the reactants needed to synthesize it. The reactants are: [O:1]=[C:2]1[N:8]([CH2:9][C:10]([O:12]C(C)(C)C)=[O:11])[C:7]2[CH:17]=[CH:18][CH:19]=[CH:20][C:6]=2[N:5]([C:21]2[CH:26]=[CH:25][CH:24]=[CH:23][CH:22]=2)[C:4](=[O:27])[CH2:3]1. (3) Given the product [N:14]1([C:12]2[C:11]([C:20]([F:22])([F:23])[F:21])=[CH:10][C:9]3[NH:24][C:25](=[O:37])[CH2:26][C:27]([C:29]4[CH:34]=[CH:33][N:32]=[C:31]([C:35]#[N:36])[CH:30]=4)=[N:7][C:8]=3[CH:13]=2)[CH2:19][CH2:18][O:17][CH2:16][CH2:15]1, predict the reactants needed to synthesize it. The reactants are: C(OC(=O)[NH:7][C:8]1[CH:13]=[C:12]([N:14]2[CH2:19][CH2:18][O:17][CH2:16][CH2:15]2)[C:11]([C:20]([F:23])([F:22])[F:21])=[CH:10][C:9]=1[NH:24][C:25](=[O:37])[CH2:26][C:27]([C:29]1[CH:34]=[CH:33][N:32]=[C:31]([C:35]#[N:36])[CH:30]=1)=O)(C)(C)C.C(O)(C(F)(F)F)=O. (4) The reactants are: Br[C:2]1[CH:11]=[C:10]2[C:5]([CH:6]=[C:7]([NH:12][C:13]([CH:15]3[CH2:17][CH2:16]3)=[O:14])[N:8]=[CH:9]2)=[CH:4][CH:3]=1.[CH3:18][C:19]1[CH:24]=[CH:23][C:22]([CH3:25])=[CH:21][C:20]=1B(O)O.C(=O)([O-])[O-].[Na+].[Na+]. Given the product [CH3:18][C:19]1[CH:24]=[CH:23][C:22]([CH3:25])=[CH:21][C:20]=1[C:2]1[CH:11]=[C:10]2[C:5]([CH:6]=[C:7]([NH:12][C:13]([CH:15]3[CH2:17][CH2:16]3)=[O:14])[N:8]=[CH:9]2)=[CH:4][CH:3]=1, predict the reactants needed to synthesize it. (5) Given the product [Cl:1][C:2]1[CH:9]=[C:6]([CH:7]=[O:8])[CH:5]=[C:4]([O:10][CH3:11])[C:3]=1[O:12][CH2:23][C:22]([O:21][CH2:19][CH3:20])=[O:25], predict the reactants needed to synthesize it. The reactants are: [Cl:1][C:2]1[C:3]([OH:12])=[C:4]([O:10][CH3:11])[CH:5]=[C:6]([CH:9]=1)[CH:7]=[O:8].C([O-])([O-])=O.[K+].[K+].[CH2:19]([O:21][C:22](=[O:25])[CH2:23]Br)[CH3:20].C(O)C. (6) Given the product [C:8]([C:11]1[CH:29]=[CH:28][C:14]2[O:15][CH2:16][C:17](=[O:27])[N:18]([CH2:2][C:3]([O:5][CH2:6][CH3:7])=[O:4])[C:13]=2[CH:12]=1)(=[O:10])[CH3:9], predict the reactants needed to synthesize it. The reactants are: Br[CH2:2][C:3]([O:5][CH2:6][CH3:7])=[O:4].[C:8]([C:11]1[CH:29]=[CH:28][C:14]2[O:15][CH2:16][C:17](=[O:27])[N:18](CCCC(OCC)=O)[C:13]=2[CH:12]=1)(=[O:10])[CH3:9]. (7) The reactants are: Cl[C:2]1[N:7]=[C:6]([N:8]2[CH2:13][CH2:12][CH:11]([OH:14])[CH2:10][CH2:9]2)[CH:5]=[C:4]([C:15]2[CH:20]=[CH:19][CH:18]=[CH:17][CH:16]=2)[N:3]=1.[NH2:21][C:22]1[CH:27]=[CH:26][C:25]([S:28]([NH:31][CH3:32])(=[O:30])=[O:29])=[CH:24][CH:23]=1. Given the product [OH:14][CH:11]1[CH2:12][CH2:13][N:8]([C:6]2[CH:5]=[C:4]([C:15]3[CH:20]=[CH:19][CH:18]=[CH:17][CH:16]=3)[N:3]=[C:2]([NH:21][C:22]3[CH:27]=[CH:26][C:25]([S:28]([NH:31][CH3:32])(=[O:30])=[O:29])=[CH:24][CH:23]=3)[N:7]=2)[CH2:9][CH2:10]1, predict the reactants needed to synthesize it. (8) Given the product [OH:24][C:19]1[CH:18]=[C:17]([NH:16][C:5]2[C:4]3[C:9](=[C:10]([O:12][CH3:13])[CH:11]=[C:2]([NH:1][CH2:31][C:27]4[CH:26]=[N:25][CH:30]=[CH:29][CH:28]=4)[CH:3]=3)[N:8]=[CH:7][C:6]=2[C:14]#[N:15])[CH:22]=[CH:21][C:20]=1[CH3:23], predict the reactants needed to synthesize it. The reactants are: [NH2:1][C:2]1[CH:3]=[C:4]2[C:9](=[C:10]([O:12][CH3:13])[CH:11]=1)[N:8]=[CH:7][C:6]([C:14]#[N:15])=[C:5]2[NH:16][C:17]1[CH:22]=[CH:21][C:20]([CH3:23])=[C:19]([OH:24])[CH:18]=1.[N:25]1[CH:30]=[CH:29][CH:28]=[C:27]([CH:31]=O)[CH:26]=1.[BH3-]C#N.[Na+].